Predict the reactants needed to synthesize the given product. From a dataset of Full USPTO retrosynthesis dataset with 1.9M reactions from patents (1976-2016). Given the product [CH3:1][N:2]1[C:11]2[C:6](=[CH:7][CH:8]=[C:9]([CH2:12][OH:13])[CH:10]=2)[CH2:5][CH2:4][CH2:3]1, predict the reactants needed to synthesize it. The reactants are: [CH3:1][N:2]1[C:11]2[C:6](=[CH:7][CH:8]=[C:9]([C:12](OC)=[O:13])[CH:10]=2)[CH2:5][CH2:4][CH2:3]1.CC(C[AlH]CC(C)C)C.C(C(C(C([O-])=O)O)O)([O-])=O.[K+].[Na+].